The task is: Regression. Given a peptide amino acid sequence and an MHC pseudo amino acid sequence, predict their binding affinity value. This is MHC class I binding data.. This data is from Peptide-MHC class I binding affinity with 185,985 pairs from IEDB/IMGT. (1) The peptide sequence is SIPISELSR. The MHC is HLA-A03:01 with pseudo-sequence HLA-A03:01. The binding affinity (normalized) is 0.0656. (2) The peptide sequence is FVVWALLGL. The MHC is HLA-A02:01 with pseudo-sequence HLA-A02:01. The binding affinity (normalized) is 0.512. (3) The peptide sequence is ATSIYTIER. The MHC is H-2-Kb with pseudo-sequence H-2-Kb. The binding affinity (normalized) is 0. (4) The peptide sequence is AKLRQGYRPVF. The MHC is Mamu-B17 with pseudo-sequence Mamu-B17. The binding affinity (normalized) is 0.212. (5) The peptide sequence is LTIEAIENYF. The MHC is Mamu-A01 with pseudo-sequence Mamu-A01. The binding affinity (normalized) is 0.889. (6) The peptide sequence is SLIIPNVTL. The MHC is HLA-B18:01 with pseudo-sequence HLA-B18:01. The binding affinity (normalized) is 0.213. (7) The peptide sequence is RVFGFRTAK. The MHC is HLA-A26:03 with pseudo-sequence HLA-A26:03. The binding affinity (normalized) is 0.0847. (8) The peptide sequence is LIISTDQDT. The MHC is HLA-A02:01 with pseudo-sequence HLA-A02:01. The binding affinity (normalized) is 0.0469. (9) The peptide sequence is LVGFLLLK. The MHC is H-2-Db with pseudo-sequence H-2-Db. The binding affinity (normalized) is 0.0641. (10) The peptide sequence is ATALANTIEV. The MHC is Mamu-A01 with pseudo-sequence Mamu-A01. The binding affinity (normalized) is 0.550.